This data is from Full USPTO retrosynthesis dataset with 1.9M reactions from patents (1976-2016). The task is: Predict the reactants needed to synthesize the given product. (1) Given the product [N:12]1[CH:13]2[CH:18]([CH2:17][CH2:16][CH2:15][CH2:14]2)[N:19]=[CH:20][C:11]=1[O:10][CH:8]1[CH2:9][CH2:5][N:6]([C:21]2[C:50]3[C:49](=[CH:54][C:53]([O:90][CH3:91])=[C:52]([O:29][CH3:28])[CH:51]=3)[N:48]=[CH:47][N:80]=2)[CH2:7]1, predict the reactants needed to synthesize it. The reactants are: COC([CH:5]1[CH2:9][CH:8]([O:10][C:11]2[CH:20]=[N:19][C:18]3[C:13](=[CH:14][CH:15]=[CH:16][CH:17]=3)[N:12]=2)[CH2:7][N:6]1[C:21](OC(C)(C)C)=O)=O.[CH3:28][O:29]C(C1CC(O)CN1C(OC(C)(C)C)=O)=O.N1[C:54]2[C:49](=[CH:50][CH:51]=[CH:52][CH:53]=2)[N:48]=[CH:47]C=1O.C1(P(C2C=CC=CC=2)C2C=CC=CC=2)C=CC=CC=1.CCOC(/[N:80]=N/C(OCC)=O)=O.C1[CH2:91][O:90]CC1. (2) The reactants are: [N+:1]([C:4]1[CH:24]=[CH:23][CH:22]=[CH:21][C:5]=1[NH:6][C:7]1[S:11][C:10]2[CH:12]=[CH:13][CH:14]=[CH:15][C:9]=2[C:8]=1[C:16]([O:18][CH2:19][CH3:20])=[O:17])([O-])=O.[CH3:25]C(C)([O-])C.[K+].CI. Given the product [NH2:1][C:4]1[CH:24]=[CH:23][CH:22]=[CH:21][C:5]=1[N:6]([C:7]1[S:11][C:10]2[CH:12]=[CH:13][CH:14]=[CH:15][C:9]=2[C:8]=1[C:16]([O:18][CH2:19][CH3:20])=[O:17])[CH3:25], predict the reactants needed to synthesize it.